Dataset: Forward reaction prediction with 1.9M reactions from USPTO patents (1976-2016). Task: Predict the product of the given reaction. Given the reactants Br[C:2]1[S:3][CH:4]=[C:5]([Br:7])[CH:6]=1.[CH2:8]([O:10][C:11]([C:13]1[CH:14]=[C:15](B(O)O)[CH:16]=[CH:17][CH:18]=1)=[O:12])[CH3:9].C([O-])([O-])=O.[Na+].[Na+], predict the reaction product. The product is: [Br:7][C:5]1[CH:6]=[C:2]([C:17]2[CH:18]=[C:13]([CH:14]=[CH:15][CH:16]=2)[C:11]([O:10][CH2:8][CH3:9])=[O:12])[S:3][CH:4]=1.